The task is: Predict the product of the given reaction.. This data is from Forward reaction prediction with 1.9M reactions from USPTO patents (1976-2016). (1) Given the reactants FC(F)(F)S(O[C:7]1[CH:12]=[C:11]([F:13])[C:10]([F:14])=[CH:9][C:8]=1[Si](C)(C)C)(=O)=O.[F-].[Cs+].[P:23]([O-:26])([O-])[O-:24].[C:27](#N)C.CCO[C:33](C)=[O:34], predict the reaction product. The product is: [F:14][C:10]1[CH:9]=[C:8]([P:23](=[O:26])([O:34][CH3:33])[O:24][CH3:27])[CH:7]=[CH:12][C:11]=1[F:13]. (2) Given the reactants C(OC([N:8]1[CH2:13][CH2:12][CH:11]([CH2:14][C:15]2[C:20]3[C:21]4[CH:36]=[CH:35][CH:34]=[N:33][C:22]=4[N:23]([S:24]([C:27]4[CH:32]=[CH:31][CH:30]=[CH:29][CH:28]=4)(=[O:26])=[O:25])[C:19]=3[CH:18]=[N:17][C:16]=2[C:37]#[N:38])[CH2:10][CH2:9]1)=O)(C)(C)C.FC(F)(F)C(O)=O, predict the reaction product. The product is: [C:27]1([S:24]([N:23]2[C:19]3[CH:18]=[N:17][C:16]([C:37]#[N:38])=[C:15]([CH2:14][CH:11]4[CH2:12][CH2:13][NH:8][CH2:9][CH2:10]4)[C:20]=3[C:21]3[CH:36]=[CH:35][CH:34]=[N:33][C:22]2=3)(=[O:26])=[O:25])[CH:28]=[CH:29][CH:30]=[CH:31][CH:32]=1. (3) Given the reactants [Cl:1][C:2]1[CH:7]=[CH:6][CH:5]=[CH:4][C:3]=1[S:8]([N:11]1[CH2:16][CH2:15][CH2:14][CH:13]([C:17]([O-:19])=O)[CH2:12]1)(=[O:10])=[O:9].[Li+].[CH3:21][C:22]1[CH:23]=[C:24]([CH:28]2[CH2:32][CH2:31][CH2:30][NH:29]2)[CH:25]=[CH:26][CH:27]=1.CCN(C(C)C)C(C)C.CN(C(ON1N=NC2C=CC=NC1=2)=[N+](C)C)C.F[P-](F)(F)(F)(F)F, predict the reaction product. The product is: [Cl:1][C:2]1[CH:7]=[CH:6][CH:5]=[CH:4][C:3]=1[S:8]([N:11]1[CH2:16][CH2:15][CH2:14][CH:13]([C:17]([N:29]2[CH2:30][CH2:31][CH2:32][CH:28]2[C:24]2[CH:23]=[C:22]([CH3:21])[CH:27]=[CH:26][CH:25]=2)=[O:19])[CH2:12]1)(=[O:9])=[O:10]. (4) Given the reactants [NH2:1][CH:2]([CH3:5])[CH2:3][OH:4].[OH:6][CH2:7][C:8](=O)[CH3:9], predict the reaction product. The product is: [NH:1]([CH:8]([CH3:9])[CH2:7][OH:6])[CH:2]([CH3:5])[CH2:3][OH:4]. (5) The product is: [CH2:10]([O:17][C:18]([NH:20][C@H:21]1[CH2:22][C:23](=[O:25])[N:28]([C:29]2[CH:34]=[C:33]([CH2:35][C:36]3[C:45]4[C:40](=[CH:41][CH:42]=[CH:43][CH:44]=4)[C:39](=[O:46])[NH:38][N:37]=3)[CH:32]=[CH:31][C:30]=2[F:47])[C:26]1=[O:27])=[O:19])[C:11]1[CH:16]=[CH:15][CH:14]=[CH:13][CH:12]=1. Given the reactants C(N(C(C)C)CC)(C)C.[CH2:10]([O:17][C:18]([NH:20][C@H:21]([C:26]([NH:28][C:29]1[CH:34]=[C:33]([CH2:35][C:36]2[C:45]3[C:40](=[CH:41][CH:42]=[CH:43][CH:44]=3)[C:39](=[O:46])[NH:38][N:37]=2)[CH:32]=[CH:31][C:30]=1[F:47])=[O:27])[CH2:22][C:23]([OH:25])=O)=[O:19])[C:11]1[CH:16]=[CH:15][CH:14]=[CH:13][CH:12]=1, predict the reaction product.